This data is from Full USPTO retrosynthesis dataset with 1.9M reactions from patents (1976-2016). The task is: Predict the reactants needed to synthesize the given product. (1) Given the product [CH:1]([O:4][C:5]1[CH:12]=[CH:11][C:8]([CH:9]=[CH:21][C:16]([O:18][CH2:19][CH3:20])=[O:17])=[CH:7][C:6]=1[N+:13]([O-:15])=[O:14])([CH3:3])[CH3:2], predict the reactants needed to synthesize it. The reactants are: [CH:1]([O:4][C:5]1[CH:12]=[CH:11][C:8]([CH:9]=O)=[CH:7][C:6]=1[N+:13]([O-:15])=[O:14])([CH3:3])[CH3:2].[C:16]([CH:21]=P(C1C=CC=CC=1)(C1C=CC=CC=1)C1C=CC=CC=1)([O:18][CH2:19][CH3:20])=[O:17].O1CCCC1. (2) Given the product [CH:1]([C:4]1[CH:5]=[CH:6][C:7]([NH:10][CH3:14])=[N:8][CH:9]=1)([CH3:3])[CH3:2], predict the reactants needed to synthesize it. The reactants are: [CH:1]([C:4]1[CH:5]=[CH:6][C:7]([NH2:10])=[N:8][CH:9]=1)([CH3:3])[CH3:2].N#N.[Li][CH2:14]CCC.IC. (3) Given the product [OH:8][NH:9][C:10]([C:12]1[CH:13]=[N:14][C:15]([N:18]2[CH2:23][CH:22]3[CH:20]([CH:21]3[N:24]3[CH2:25][CH2:26][O:27][CH2:28][CH2:29]3)[CH2:19]2)=[N:16][CH:17]=1)=[O:11], predict the reactants needed to synthesize it. The reactants are: C(OC([O:8][NH:9][C:10]([C:12]1[CH:13]=[N:14][C:15]([N:18]2[CH2:23][CH:22]3[CH:20]([CH:21]3[N:24]3[CH2:29][CH2:28][O:27][CH2:26][CH2:25]3)[CH2:19]2)=[N:16][CH:17]=1)=[O:11])C)C(C)C.Cl.O1CCOCC1. (4) Given the product [CH3:17][O:16][C:10]1[CH:9]=[C:8]([CH:13]=[CH:12][C:11]=1[O:14][CH3:15])[C:6]([C:5]1[CH:4]=[CH:3][C:20]([CH3:23])=[CH:19][CH:18]=1)=[O:7], predict the reactants needed to synthesize it. The reactants are: CO[C:3]1[CH:4]=[C:5]([CH:18]=[CH:19][C:20]=1OC)[C:6]([C:8]1[CH:13]=[CH:12][C:11]([O:14][CH3:15])=[C:10]([O:16][CH3:17])[CH:9]=1)=[O:7].[C:23]1(OC)C(=CC=CC=1)OC.[Cl-].[Al+3].[Cl-].[Cl-].CC1C=CC(C(Cl)=O)=CC=1. (5) Given the product [Cl:19][C:15]1[C:14]([CH3:20])=[C:13]([S:10]([NH:9][C:6]2[S:7][CH:8]=[C:4]([CH2:3][CH2:2][NH:1][S:27]([C:25]3[N:24]=[CH:23][N:22]([CH3:21])[CH:26]=3)(=[O:29])=[O:28])[N:5]=2)(=[O:11])=[O:12])[CH:18]=[CH:17][CH:16]=1, predict the reactants needed to synthesize it. The reactants are: [NH2:1][CH2:2][CH2:3][C:4]1[N:5]=[C:6]([NH:9][S:10]([C:13]2[CH:18]=[CH:17][CH:16]=[C:15]([Cl:19])[C:14]=2[CH3:20])(=[O:12])=[O:11])[S:7][CH:8]=1.[CH3:21][N:22]1[CH:26]=[C:25]([S:27](Cl)(=[O:29])=[O:28])[N:24]=[CH:23]1. (6) Given the product [Br:17][CH2:18][CH2:19][CH2:20][C:21]([CH3:33])([C:27]1[CH:32]=[CH:31][CH:30]=[CH:29][CH:28]=1)[CH2:22][OH:23], predict the reactants needed to synthesize it. The reactants are: BrCCCCC(C)(C1C=CC(C)=CC=1)CO.[Br:17][CH2:18][CH2:19][CH2:20][C:21]([CH3:33])([C:27]1[CH:32]=[CH:31][CH:30]=[CH:29][CH:28]=1)[C:22](OCC)=[O:23].[Li+].[BH4-].CO. (7) Given the product [Cl:26][C:27]1[CH:36]=[CH:35][C:30]([C:31](=[O:34])[CH2:32][N:3]2[C:4]3[CH:9]=[CH:8][CH:7]=[CH:6][C:5]=3[N:1]=[C:2]2[C:10]2[C:11]([NH:15][CH2:16][CH2:17][C:18]#[N:19])=[N:12][O:13][N:14]=2)=[CH:29][CH:28]=1, predict the reactants needed to synthesize it. The reactants are: [NH:1]1[C:5]2[CH:6]=[CH:7][CH:8]=[CH:9][C:4]=2[N:3]=[C:2]1[C:10]1[C:11]([NH:15][CH2:16][CH2:17][C:18]#[N:19])=[N:12][O:13][N:14]=1.C(=O)([O-])[O-].[K+].[K+].[Cl:26][C:27]1[CH:36]=[CH:35][C:30]([C:31](=[O:34])[CH2:32]Br)=[CH:29][CH:28]=1. (8) Given the product [NH:1]1[C:9]2[C:4](=[CH:5][C:6]([C:10]3[O:14][N:13]=[C:12]([C:15]([NH:18][CH:19]4[CH2:20][CH2:21][N:22]([C:25]([O:27][C:28]([CH3:31])([CH3:30])[CH3:29])=[O:26])[CH2:23][CH2:24]4)=[O:17])[CH:11]=3)=[CH:7][CH:8]=2)[CH:3]=[N:2]1, predict the reactants needed to synthesize it. The reactants are: [NH:1]1[C:9]2[C:4](=[CH:5][C:6]([C:10]3[O:14][N:13]=[C:12]([C:15]([OH:17])=O)[CH:11]=3)=[CH:7][CH:8]=2)[CH:3]=[N:2]1.[NH2:18][CH:19]1[CH2:24][CH2:23][N:22]([C:25]([O:27][C:28]([CH3:31])([CH3:30])[CH3:29])=[O:26])[CH2:21][CH2:20]1.C1C=CC2N(O)N=NC=2C=1.C(Cl)CCl.